This data is from Forward reaction prediction with 1.9M reactions from USPTO patents (1976-2016). The task is: Predict the product of the given reaction. (1) Given the reactants [OH:1][CH2:2][CH2:3][C:4]1[CH:9]=[CH:8][C:7]([C:10]2[CH:15]=[CH:14][C:13]([C:16]([O:18][CH3:19])=[O:17])=[CH:12][CH:11]=2)=[C:6]([O:20][CH3:21])[CH:5]=1.CC(OI1(OC(C)=O)(OC(C)=O)OC(=O)C2C=CC=CC1=2)=O, predict the reaction product. The product is: [CH3:21][O:20][C:6]1[CH:5]=[C:4]([CH2:3][CH:2]=[O:1])[CH:9]=[CH:8][C:7]=1[C:10]1[CH:11]=[CH:12][C:13]([C:16]([O:18][CH3:19])=[O:17])=[CH:14][CH:15]=1. (2) Given the reactants [OH:1][NH2:2].[N:3]1[CH:8]=[CH:7][CH:6]=[CH:5][C:4]=1[C:9]([C:18]1[CH:23]=[CH:22][CH:21]=[CH:20][N:19]=1)=[CH:10][CH2:11][CH2:12][CH2:13][CH2:14][C:15](O)=[O:16].CCOC(C)=O, predict the reaction product. The product is: [OH:1][NH:2][C:15](=[O:16])[CH2:14][CH2:13][CH2:12][CH2:11][CH:10]=[C:9]([C:18]1[CH:23]=[CH:22][CH:21]=[CH:20][N:19]=1)[C:4]1[CH:5]=[CH:6][CH:7]=[CH:8][N:3]=1. (3) Given the reactants C(O[C:4](=[O:12])[C:5]1[CH:10]=[CH:9][CH:8]=[CH:7][C:6]=1[NH2:11])C.[C:13]([C:15]1[CH:20]=[CH:19][CH:18]=[CH:17][CH:16]=1)#[N:14], predict the reaction product. The product is: [C:15]1([C:13]2[NH:14][C:4](=[O:12])[C:5]3[C:6](=[CH:7][CH:8]=[CH:9][CH:10]=3)[N:11]=2)[CH:20]=[CH:19][CH:18]=[CH:17][CH:16]=1. (4) Given the reactants [C:1]1(=[O:13])[N:6]([CH:7]([CH3:11])C(O)=O)[C:5](=[O:12])[CH2:4][CH:2]1O.[B-](F)(F)(F)F.CN([C:22]([O:26][N:27]1[C:32](=[O:33])[CH2:31][CH2:30][C:28]1=[O:29])=[N+](C)C)C.CCN(C(C)C)C(C)C.C1C[O:46]CC1, predict the reaction product. The product is: [O:29]=[C:28]1[CH2:30][CH2:31][C:32](=[O:33])[N:27]1[O:26][C:22](=[O:46])[CH2:11][CH2:7][N:6]1[C:1](=[O:13])[CH:2]=[CH:4][C:5]1=[O:12]. (5) Given the reactants [NH2:1][C@@H:2]([CH2:13][CH2:14][O:15][CH:16]([F:18])[F:17])[C:3]([O:5][CH2:6][C:7]1[CH:12]=[CH:11][CH:10]=[CH:9][CH:8]=1)=[O:4].[CH3:19][O:20][C:21](Cl)=[O:22], predict the reaction product. The product is: [F:18][CH:16]([F:17])[O:15][CH2:14][CH2:13][C@H:2]([NH:1][C:21]([O:20][CH3:19])=[O:22])[C:3]([O:5][CH2:6][C:7]1[CH:12]=[CH:11][CH:10]=[CH:9][CH:8]=1)=[O:4]. (6) Given the reactants [CH3:1]C(O)=O.O=[C:6]1[CH2:10][CH2:9][N:8]([C:11]([O:13][C:14]([CH3:17])([CH3:16])[CH3:15])=[O:12])[CH2:7]1.[NH2:18][C@@H:19]1[CH2:26][N:25]2[C:27]3[CH:28]=[C:29]([C:40]([O:42][CH3:43])=[O:41])[CH:30]=[CH:31][C:32]=3[C:33]([CH:34]3[CH2:39][CH2:38][CH2:37][CH2:36][CH2:35]3)=[C:24]2[C:23]2[CH:44]=[CH:45][CH:46]=[CH:47][C:22]=2[O:21][CH2:20]1.[BH-](OC(C)=O)(OC(C)=O)OC(C)=O.[Na+].C=O.O.[BH3-][C:66]#[N:67].[Na+], predict the reaction product. The product is: [C:14]([O:13][C:11]([N:8]1[CH2:9][CH2:10][C@H:6]([N:18]([CH3:1])[C@@H:19]2[CH2:26][N:25]3[C:27]4[CH:28]=[C:29]([C:40]([O:42][CH3:43])=[O:41])[CH:30]=[CH:31][C:32]=4[C:33]([CH:34]4[CH2:39][CH2:38][CH2:37][CH2:36][CH2:35]4)=[C:24]3[C:23]3[CH:44]=[CH:45][CH:46]=[CH:47][C:22]=3[O:21][CH2:20]2)[CH2:7]1)=[O:12])([CH3:17])([CH3:16])[CH3:15].[C:14]([O:13][C:11]([N:8]1[CH2:9][CH2:10][C@@H:6]([N:67]([CH3:66])[C@@H:19]2[CH2:26][N:25]3[C:27]4[CH:28]=[C:29]([C:40]([O:42][CH3:43])=[O:41])[CH:30]=[CH:31][C:32]=4[C:33]([CH:34]4[CH2:39][CH2:38][CH2:37][CH2:36][CH2:35]4)=[C:24]3[C:23]3[CH:44]=[CH:45][CH:46]=[CH:47][C:22]=3[O:21][CH2:20]2)[CH2:7]1)=[O:12])([CH3:17])([CH3:16])[CH3:15].